From a dataset of Full USPTO retrosynthesis dataset with 1.9M reactions from patents (1976-2016). Predict the reactants needed to synthesize the given product. Given the product [N+:1]([C:4]1[CH:5]=[C:6]([CH:10]=[CH:11][C:12]2[N:13]=[CH:14][NH:15][CH:16]=2)[CH:7]=[CH:8][CH:9]=1)([O-:3])=[O:2], predict the reactants needed to synthesize it. The reactants are: [N+:1]([C:4]1[CH:5]=[C:6]([CH:10]=[CH:11][C:12]2[N:13]=[CH:14][N:15](C(C3C=CC=CC=3)(C3C=CC=CC=3)C3C=CC=CC=3)[CH:16]=2)[CH:7]=[CH:8][CH:9]=1)([O-:3])=[O:2].Cl.